Dataset: Forward reaction prediction with 1.9M reactions from USPTO patents (1976-2016). Task: Predict the product of the given reaction. (1) Given the reactants Cl.[NH:2]1[CH2:7][CH2:6][CH:5]([CH2:8][C:9]2[CH:10]=[C:11]3[C:16](=[CH:17][CH:18]=2)[N:15]=[CH:14][CH:13]=[N:12]3)[CH2:4][CH2:3]1.CCN(C(C)C)C(C)C.Cl[CH2:29][C:30]1[S:34][C:33]([NH:35][C:36](=[O:38])[CH3:37])=[N:32][CH:31]=1, predict the reaction product. The product is: [N:15]1[C:16]2[C:11](=[CH:10][C:9]([CH2:8][CH:5]3[CH2:6][CH2:7][N:2]([CH2:29][C:30]4[S:34][C:33]([NH:35][C:36](=[O:38])[CH3:37])=[N:32][CH:31]=4)[CH2:3][CH2:4]3)=[CH:18][CH:17]=2)[N:12]=[CH:13][CH:14]=1. (2) Given the reactants [Cl:1][C:2]1[N:3]=[C:4]2[NH:12][C@H:11]([C:13]([F:16])([F:15])[F:14])[CH2:10][CH2:9][N:5]2[C:6](=[O:8])[CH:7]=1.C(=O)([O-])[O-].[Cs+].[Cs+].Br.Br[CH2:25][C:26]([C:28]1[S:32][CH:31]=[N:30][C:29]=1[CH3:33])=[O:27], predict the reaction product. The product is: [Cl:1][C:2]1[N:3]=[C:4]2[N:12]([CH2:25][C:26]([C:28]3[S:32][CH:31]=[N:30][C:29]=3[CH3:33])=[O:27])[C@H:11]([C:13]([F:14])([F:15])[F:16])[CH2:10][CH2:9][N:5]2[C:6](=[O:8])[CH:7]=1. (3) Given the reactants Cl.[N:2]1([C:7](=[NH:9])[NH2:8])[CH2:6][CH2:5][CH2:4][CH2:3]1.[Cl:10][C:11]([SH:14])(Cl)Cl.[OH-].[Na+], predict the reaction product. The product is: [Cl:10][C:11]1[S:14][N:8]=[C:7]([N:2]2[CH2:6][CH2:5][CH2:4][CH2:3]2)[N:9]=1. (4) Given the reactants [CH3:1][O:2][C:3]1[C:8]([N:9]2[CH2:17][C@@H:16]3[C@@H:11]([CH2:12][CH2:13][CH2:14][NH:15]3)[CH2:10]2)=[C:7]([F:18])[CH:6]=[C:5]2[C:19]([C:21]([C:27]([OH:29])=[O:28])=[CH:22][N:23]([CH:24]3[CH2:26][CH2:25]3)[C:4]=12)=[O:20].[ClH:30], predict the reaction product. The product is: [CH3:1][O:2][C:3]1[C:8]([N:9]2[CH2:17][C@@H:16]3[C@@H:11]([CH2:12][CH2:13][CH2:14][NH:15]3)[CH2:10]2)=[C:7]([F:18])[CH:6]=[C:5]2[C:19]([C:21]([C:27]([OH:29])=[O:28])=[CH:22][N:23]([CH:24]3[CH2:26][CH2:25]3)[C:4]=12)=[O:20].[OH2:2].[ClH:30].